Dataset: NCI-60 drug combinations with 297,098 pairs across 59 cell lines. Task: Regression. Given two drug SMILES strings and cell line genomic features, predict the synergy score measuring deviation from expected non-interaction effect. (1) Drug 1: CN1CCC(CC1)COC2=C(C=C3C(=C2)N=CN=C3NC4=C(C=C(C=C4)Br)F)OC. Drug 2: C(CC(=O)O)C(=O)CN.Cl. Cell line: NCI-H226. Synergy scores: CSS=11.4, Synergy_ZIP=1.16, Synergy_Bliss=3.29, Synergy_Loewe=-1.85, Synergy_HSA=3.83. (2) Drug 1: CC1CCC2CC(C(=CC=CC=CC(CC(C(=O)C(C(C(=CC(C(=O)CC(OC(=O)C3CCCCN3C(=O)C(=O)C1(O2)O)C(C)CC4CCC(C(C4)OC)O)C)C)O)OC)C)C)C)OC. Drug 2: CC(C)CN1C=NC2=C1C3=CC=CC=C3N=C2N. Cell line: HS 578T. Synergy scores: CSS=12.3, Synergy_ZIP=-1.56, Synergy_Bliss=0.420, Synergy_Loewe=-12.2, Synergy_HSA=-1.96. (3) Drug 1: CC=C1C(=O)NC(C(=O)OC2CC(=O)NC(C(=O)NC(CSSCCC=C2)C(=O)N1)C(C)C)C(C)C. Drug 2: CCCCC(=O)OCC(=O)C1(CC(C2=C(C1)C(=C3C(=C2O)C(=O)C4=C(C3=O)C=CC=C4OC)O)OC5CC(C(C(O5)C)O)NC(=O)C(F)(F)F)O. Cell line: K-562. Synergy scores: CSS=57.1, Synergy_ZIP=0.610, Synergy_Bliss=0.421, Synergy_Loewe=-3.92, Synergy_HSA=3.27. (4) Drug 1: C1C(C(OC1N2C=C(C(=O)NC2=O)F)CO)O. Drug 2: CN(C(=O)NC(C=O)C(C(C(CO)O)O)O)N=O. Cell line: HCT-15. Synergy scores: CSS=22.8, Synergy_ZIP=-8.38, Synergy_Bliss=-7.21, Synergy_Loewe=-62.9, Synergy_HSA=-7.35. (5) Drug 2: CC1CCC2CC(C(=CC=CC=CC(CC(C(=O)C(C(C(=CC(C(=O)CC(OC(=O)C3CCCCN3C(=O)C(=O)C1(O2)O)C(C)CC4CCC(C(C4)OC)OCCO)C)C)O)OC)C)C)C)OC. Synergy scores: CSS=3.16, Synergy_ZIP=-0.858, Synergy_Bliss=-2.22, Synergy_Loewe=-5.20, Synergy_HSA=-5.28. Cell line: NCI-H322M. Drug 1: C1=NC2=C(N=C(N=C2N1C3C(C(C(O3)CO)O)F)Cl)N. (6) Drug 1: CC1C(C(CC(O1)OC2CC(CC3=C2C(=C4C(=C3O)C(=O)C5=C(C4=O)C(=CC=C5)OC)O)(C(=O)C)O)N)O.Cl. Drug 2: COCCOC1=C(C=C2C(=C1)C(=NC=N2)NC3=CC=CC(=C3)C#C)OCCOC.Cl. Cell line: KM12. Synergy scores: CSS=16.0, Synergy_ZIP=-5.53, Synergy_Bliss=-2.15, Synergy_Loewe=-13.2, Synergy_HSA=-2.89.